From a dataset of Forward reaction prediction with 1.9M reactions from USPTO patents (1976-2016). Predict the product of the given reaction. Given the reactants Br[CH:2]([C:8]([C:10]1[C:11]([CH:24]([OH:27])[CH2:25][CH3:26])=[N:12][N:13]([CH2:15][C:16]2[CH:21]=[CH:20][C:19]([O:22][CH3:23])=[CH:18][CH:17]=2)[CH:14]=1)=O)[C:3]([O:5][CH2:6][CH3:7])=[O:4].[CH3:28][C:29]1[S:33][N:32]=[C:31]([NH:34][C:35]([NH2:37])=[S:36])[N:30]=1, predict the reaction product. The product is: [CH3:23][O:22][C:19]1[CH:20]=[CH:21][C:16]([CH2:15][N:13]2[CH:14]=[C:10]([C:8]3[N:37]=[C:35]([NH:34][C:31]4[N:30]=[C:29]([CH3:28])[S:33][N:32]=4)[S:36][C:2]=3[C:3]([O:5][CH2:6][CH3:7])=[O:4])[C:11]([CH:24]([OH:27])[CH2:25][CH3:26])=[N:12]2)=[CH:17][CH:18]=1.